From a dataset of Forward reaction prediction with 1.9M reactions from USPTO patents (1976-2016). Predict the product of the given reaction. (1) Given the reactants [Br:1][C:2]1[CH:7]=[CH:6][CH:5]=[CH:4][C:3]=1[N:8]1[CH:12]=[CH:11][CH:10]=[C:9]1[CH:13]=O.C(P(CCCC)(CCCC)[CH2:20][CH:21]1[O:25][CH2:24][CH2:23][O:22]1)CCC.CC([O-])(C)C.[K+].O, predict the reaction product. The product is: [Br:1][C:2]1[CH:7]=[CH:6][CH:5]=[CH:4][C:3]=1[N:8]1[CH:12]=[CH:11][CH:10]=[C:9]1[CH:13]=[CH:20][CH:21]1[O:25][CH2:24][CH2:23][O:22]1. (2) The product is: [CH3:20][S:21]([CH2:24][C:25]([NH:33][C:11]([C:8]1[CH:7]=[C:6]([O:14][CH2:15][C:16]([F:19])([F:18])[F:17])[C:5]([CH:1]2[CH2:2][CH2:3][CH2:4]2)=[CH:10][N:9]=1)=[O:13])([CH3:32])[C:26]1[N:30]=[C:29]([CH3:31])[O:28][N:27]=1)(=[O:22])=[O:23]. Given the reactants [CH:1]1([C:5]2[C:6]([O:14][CH2:15][C:16]([F:19])([F:18])[F:17])=[CH:7][C:8]([C:11]([OH:13])=O)=[N:9][CH:10]=2)[CH2:4][CH2:3][CH2:2]1.[CH3:20][S:21]([CH2:24][C:25]([NH2:33])([CH3:32])[C:26]1[N:30]=[C:29]([CH3:31])[O:28][N:27]=1)(=[O:23])=[O:22], predict the reaction product. (3) Given the reactants [F:1][C:2]1[CH:7]=[CH:6][C:5]([C:8]2([CH:12]3[C:21]4[C:16](=[CH:17][CH:18]=[C:19]([O:22][CH2:23][CH2:24][NH:25][S:26]([CH2:29][CH2:30][CH3:31])(=[O:28])=[O:27])[CH:20]=4)[CH2:15][CH2:14][N:13]3/[C:32](/[NH:44]C(=O)OCC3C=CC=CC=3)=[N:33]/C(=O)OCC3C=CC=CC=3)[CH2:11][CH2:10][CH2:9]2)=[CH:4][CH:3]=1.[C:55]([OH:58])(=[O:57])[CH3:56].[H][H], predict the reaction product. The product is: [C:55]([OH:58])(=[O:57])[CH3:56].[F:1][C:2]1[CH:7]=[CH:6][C:5]([C:8]2([CH:12]3[C:21]4[C:16](=[CH:17][CH:18]=[C:19]([O:22][CH2:23][CH2:24][NH:25][S:26]([CH2:29][CH2:30][CH3:31])(=[O:28])=[O:27])[CH:20]=4)[CH2:15][CH2:14][N:13]3[C:32](=[NH:33])[NH2:44])[CH2:11][CH2:10][CH2:9]2)=[CH:4][CH:3]=1. (4) Given the reactants [Cl:1][C:2]1[CH:10]=[C:6]([C:7]([OH:9])=[O:8])[C:5]([NH2:11])=[CH:4][CH:3]=1.CO.[NH3:14], predict the reaction product. The product is: [Cl:1][C:2]1[CH:10]=[C:6]([C:7]([O-:9])=[O:8])[C:5]([NH2:11])=[CH:4][CH:3]=1.[NH4+:14]. (5) The product is: [CH2:1]([O:8][C:9]1[CH:10]=[N:19][C:18]([NH2:20])=[N:17][CH:12]=1)[C:2]1[CH:7]=[CH:6][CH:5]=[CH:4][CH:3]=1. Given the reactants [CH2:1]([O:8][C:9](=[CH:12]N(C)C)[CH:10]=O)[C:2]1[CH:7]=[CH:6][CH:5]=[CH:4][CH:3]=1.Cl.[NH2:17][C:18]([NH2:20])=[NH:19].[H-].[Na+].O, predict the reaction product. (6) Given the reactants [CH3:1][N:2]([CH3:17])[C:3](=[O:16])[C@H:4]([CH2:12][CH:13]([CH3:15])[CH3:14])[NH:5][C:6]1[CH2:10][S:9][C:8](=[O:11])[N:7]=1.[F:18][C:19]([F:40])([F:39])[C:20]1[CH:34]=[C:33]([C:35]([F:38])([F:37])[F:36])[CH:32]=[CH:31][C:21]=1[CH2:22][N:23]1[CH2:28][CH2:27][CH:26]([CH:29]=O)[CH2:25][CH2:24]1.C([O-])(=O)C.[NH2+]1CCCCC1, predict the reaction product. The product is: [F:40][C:19]([F:18])([F:39])[C:20]1[CH:34]=[C:33]([C:35]([F:38])([F:37])[F:36])[CH:32]=[CH:31][C:21]=1[CH2:22][N:23]1[CH2:28][CH2:27][CH:26](/[CH:29]=[C:10]2/[C:6]([NH:5][C@H:4]([C:3]([N:2]([CH3:1])[CH3:17])=[O:16])[CH2:12][CH:13]([CH3:14])[CH3:15])=[N:7][C:8](=[O:11])[S:9]/2)[CH2:25][CH2:24]1. (7) Given the reactants O1C2C=CC(CNC3C=C(C=CC=3F)C#N)=CC=2OCC1.[NH2:22][C:23]1[CH:24]=[C:25]([CH:28]=[C:29]([Cl:31])[CH:30]=1)[C:26]#[N:27].[CH:32]1[C:37]([CH:38]=O)=[CH:36][C:35]2[O:40][C:41]([F:44])([F:43])[O:42][C:34]=2[CH:33]=1, predict the reaction product. The product is: [Cl:31][C:29]1[CH:28]=[C:25]([CH:24]=[C:23]([NH:22][CH2:38][C:37]2[CH:32]=[CH:33][C:34]3[O:42][C:41]([F:44])([F:43])[O:40][C:35]=3[CH:36]=2)[CH:30]=1)[C:26]#[N:27].